Dataset: Forward reaction prediction with 1.9M reactions from USPTO patents (1976-2016). Task: Predict the product of the given reaction. (1) Given the reactants Br[C:2]1[CH:3]=[C:4]([C@@H:8]([NH:19][C:20](=[O:26])[O:21][C:22]([CH3:25])([CH3:24])[CH3:23])[C@@H:9]([C:11]2[CH:16]=[C:15]([F:17])[CH:14]=[CH:13][C:12]=2[F:18])[OH:10])C=NC=1.[Br:27][C:28]1[N:33]=C(/C=C/C2C=C(F)C=CC=2F)C=C[N:29]=1, predict the reaction product. The product is: [Br:27][C:28]1[N:33]=[C:4]([C@@H:8]([NH:19][C:20](=[O:26])[O:21][C:22]([CH3:23])([CH3:24])[CH3:25])[C@@H:9]([C:11]2[CH:16]=[C:15]([F:17])[CH:14]=[CH:13][C:12]=2[F:18])[OH:10])[CH:3]=[CH:2][N:29]=1. (2) Given the reactants Br[C:2]1[CH:9]=[CH:8][C:7]([O:10][CH2:11][CH:12]2[CH2:17][CH2:16][N:15]([CH2:18][C:19]([F:22])([CH3:21])[CH3:20])[CH2:14][CH2:13]2)=[CH:6][C:3]=1[C:4]#[N:5].[CH2:23]([O:25][C:26]([C:28]1[CH:33]=[CH:32][C:31](B(O)O)=[CH:30][C:29]=1[F:37])=[O:27])[CH3:24].C([O-])([O-])=O.[Cs+].[Cs+], predict the reaction product. The product is: [C:4]([C:3]1[CH:6]=[C:7]([O:10][CH2:11][CH:12]2[CH2:17][CH2:16][N:15]([CH2:18][C:19]([F:22])([CH3:21])[CH3:20])[CH2:14][CH2:13]2)[CH:8]=[CH:9][C:2]=1[C:31]1[CH:32]=[CH:33][C:28]([C:26]([O:25][CH2:23][CH3:24])=[O:27])=[C:29]([F:37])[CH:30]=1)#[N:5]. (3) Given the reactants [NH2:1][C@H:2]1[C:11]2[C:6](=[CH:7][N:8]=[CH:9][CH:10]=2)[N:5]([C:12](=[O:14])[CH3:13])[C@@H:4]([CH:15]2[CH2:17][CH2:16]2)[C@@H:3]1[CH3:18].Br[C:20]1[CH:25]=[CH:24][CH:23]=[CH:22][CH:21]=1.CC(C)([O-])C.[Na+].CN(C1C(C2C(P(C3CCCCC3)C3CCCCC3)=CC=CC=2)=CC=CC=1)C, predict the reaction product. The product is: [CH:15]1([C@H:4]2[C@H:3]([CH3:18])[C@@H:2]([NH:1][C:20]3[CH:25]=[CH:24][CH:23]=[CH:22][CH:21]=3)[C:11]3[C:6](=[CH:7][N:8]=[CH:9][CH:10]=3)[N:5]2[C:12](=[O:14])[CH3:13])[CH2:17][CH2:16]1. (4) Given the reactants [C:1]1([C:29]2[CH:34]=[CH:33][CH:32]=[CH:31][CH:30]=2)[CH:6]=[CH:5][CH:4]=[CH:3][C:2]=1[CH2:7][C:8]([CH:16]1[O:21][CH2:20][CH2:19][N:18](CC2C=CC=CC=2)[CH2:17]1)([CH:10]1[CH2:15][CH2:14][O:13][CH2:12][CH2:11]1)[OH:9].CCN(C(C)C)C(C)C.[Cl:44]C(OC(Cl)C)=O, predict the reaction product. The product is: [ClH:44].[C:1]1([C:29]2[CH:34]=[CH:33][CH:32]=[CH:31][CH:30]=2)[CH:6]=[CH:5][CH:4]=[CH:3][C:2]=1[CH2:7][C:8]([CH:16]1[O:21][CH2:20][CH2:19][NH:18][CH2:17]1)([CH:10]1[CH2:11][CH2:12][O:13][CH2:14][CH2:15]1)[OH:9]. (5) Given the reactants [C:1]1([C:7]2[CH:15]=[CH:14][CH:13]=[C:12]3[C:8]=2[C:9]2[CH:19]=[CH:18][CH:17]=[N:16][C:10]=2[NH:11]3)[CH:6]=[CH:5][CH:4]=[CH:3][CH:2]=1.[C:20]1(C)C=CC=C(B(O)O)C=1, predict the reaction product. The product is: [C:5]1([CH3:20])[CH:4]=[CH:3][CH:2]=[C:1]([C:7]2[CH:15]=[CH:14][CH:13]=[C:12]3[C:8]=2[C:9]2[CH:19]=[CH:18][CH:17]=[N:16][C:10]=2[NH:11]3)[CH:6]=1. (6) Given the reactants Cl.[O:2]([C:4]1[CH:5]=[C:6]([NH:10][NH2:11])[CH:7]=[CH:8][CH:9]=1)[CH3:3].[CH3:12][C:13]([CH3:20])([CH3:19])[C:14](=O)[CH2:15][C:16]#[N:17], predict the reaction product. The product is: [C:13]([C:14]1[CH:15]=[C:16]([NH2:17])[N:10]([C:6]2[CH:7]=[CH:8][CH:9]=[C:4]([O:2][CH3:3])[CH:5]=2)[N:11]=1)([CH3:20])([CH3:19])[CH3:12].